From a dataset of Catalyst prediction with 721,799 reactions and 888 catalyst types from USPTO. Predict which catalyst facilitates the given reaction. Reactant: Cl[CH2:2][C:3]1[N:4]=[C:5]2[CH:10]=[CH:9][CH:8]=[CH:7][N:6]2[C:11]=1[I:12].[OH:13][C:14]1[CH:23]=[CH:22][CH:21]=[CH:20][C:15]=1[C:16]([O:18][CH3:19])=[O:17].C(=O)([O-])[O-].[Cs+].[Cs+].O. Product: [I:12][C:11]1[N:6]2[CH:7]=[CH:8][CH:9]=[CH:10][C:5]2=[N:4][C:3]=1[CH2:2][O:13][C:14]1[CH:23]=[CH:22][CH:21]=[CH:20][C:15]=1[C:16]([O:18][CH3:19])=[O:17]. The catalyst class is: 9.